Predict which catalyst facilitates the given reaction. From a dataset of Catalyst prediction with 721,799 reactions and 888 catalyst types from USPTO. (1) Reactant: [CH3:1][C:2]1[CH:7]=C(C)C=C(C)[C:3]=1S([O-])(=O)=O.[NH2:14][N+:15]1[CH:20]=[CH:19][C:18]([Br:21])=[CH:17][C:16]=1[NH2:22].C(Cl)(=O)C(C)C. Product: [Br:21][C:18]1[CH:19]=[CH:20][N:15]2[N:14]=[C:1]([CH:2]([CH3:7])[CH3:3])[N:22]=[C:16]2[CH:17]=1. The catalyst class is: 17. (2) Reactant: C([O:40]C(=O)[C@H:7]([N:14]([S:22]([CH2:25][C:26]1[CH:34]=[CH:33][C:29]2[S:30][CH:31]=[CH:32][C:28]=2[CH:27]=1)(=[O:24])=[O:23])CCOCCOC)[C:8]1[CH:13]=[CH:12][CH:11]=[CH:10][CH:9]=1)(C)(C)C.C([O:40]C(=O)[C@H:7]([NH:14][S:22]([CH2:25][C:26]1[CH:34]=[CH:33][C:29]2[S:30][CH:31]=[CH:32][C:28]=2[CH:27]=1)(=[O:24])=[O:23])[C:8]1[CH:13]=[CH:12][CH:11]=[CH:10][CH:9]=1)(C)(C)C.C1(P(C2C=CC=CC=2)C2C=CC=CN=2)C=CC=CC=1.CN(C)C(N=N[C:89]([N:91](C)C)=[O:90])=O.[CH3:95][O:96][CH2:97][CH2:98][O:99][CH2:100][CH2:101]O. Product: [S:30]1[CH:31]=[CH:32][C:28]2[CH:27]=[C:26]([CH2:25][S:22]([N:14]([CH2:101][CH2:100][O:99][CH2:98][CH2:97][O:96][CH3:95])[C@H:7]([C:8]3[CH:13]=[CH:12][CH:11]=[CH:10][CH:9]=3)[C:89]([NH:91][OH:40])=[O:90])(=[O:23])=[O:24])[CH:34]=[CH:33][C:29]1=2. The catalyst class is: 11. (3) Product: [CH3:12][N:13]([CH3:17])[C:14]([O:11][C:8]1[CH:9]=[CH:10][C:5]([C:3]#[N:4])=[CH:6][CH:7]=1)=[S:15]. Reactant: [H-].[Na+].[C:3]([C:5]1[CH:10]=[CH:9][C:8]([OH:11])=[CH:7][CH:6]=1)#[N:4].[CH3:12][N:13]([CH3:17])[C:14](Cl)=[S:15].O. The catalyst class is: 1. (4) Reactant: [C:1]([C:3]1[CH:4]=[C:5]([S:12](Cl)(=[O:14])=[O:13])[CH:6]=[C:7]([N+:9]([O-:11])=[O:10])[CH:8]=1)#[N:2].[CH3:16][NH2:17]. Product: [C:1]([C:3]1[CH:4]=[C:5]([S:12]([NH:17][CH3:16])(=[O:14])=[O:13])[CH:6]=[C:7]([N+:9]([O-:11])=[O:10])[CH:8]=1)#[N:2]. The catalyst class is: 2. (5) Reactant: [C:1]([O:4][C@H:5]1[C@@H:10]([O:11][C:12](=[O:14])[CH3:13])[C@H:9]([O:15][C:16](=[O:18])[CH3:17])[C@@H:8]([CH2:19][O:20][C:21](=[O:23])[CH3:22])[O:7][C@@H:6]1[O:24][C@H:25]1[C@H:30]([O:31][C:32](=[O:34])[CH3:33])[C@@H:29]([CH2:35][O:36][C:37](=[O:39])[CH3:38])[O:28][C@H:27]([O:40][C@H:41]2[C@H:46]([O:47][C:48](=[O:50])[CH3:49])[C@@H:45]([CH2:51][O:52][C:53](=[O:55])[CH3:54])[O:44][C@H:43]([O:56][C@H:57]3[C@H:62]([O:63][C:64](=[O:66])[CH3:65])[C@@H:61]([CH2:67][O:68][C:69](=[O:71])[CH3:70])[O:60][C@H:59]([O:72][C@H:73]4[C@@H:85]([O:86][C:87](=[O:89])[CH3:88])[C@H:84]([O:90][C:91](=[O:93])[CH3:92])[C@@H:83]([CH2:94][O:95][C:96](=[O:98])[CH3:97])[O:82][C@@H:74]4[O:75][CH2:76][CH2:77][CH2:78][N:79]=[N+]=[N-])[C@H:58]3[O:99][C:100](=[O:102])[CH3:101])[C@H:42]2[O:103][C:104](=[O:106])[CH3:105])[C@H:26]1[O:107][C:108](=[O:110])[CH3:109])(=[O:3])[CH3:2].C1(P(C2C=CC=CC=2)C2C=CC=CC=2)C=CC=CC=1.[C:130](Cl)(=[O:148])[CH2:131][CH2:132][CH2:133][CH2:134][CH2:135][CH2:136][CH2:137][CH2:138][CH2:139][CH2:140][CH2:141][CH2:142][CH2:143][CH2:144][CH2:145][CH2:146][CH3:147].C(N(CC)CC)C. Product: [C:1]([O:4][C@H:5]1[C@@H:10]([O:11][C:12](=[O:14])[CH3:13])[C@H:9]([O:15][C:16](=[O:18])[CH3:17])[C@@H:8]([CH2:19][O:20][C:21](=[O:23])[CH3:22])[O:7][C@@H:6]1[O:24][C@H:25]1[C@H:30]([O:31][C:32](=[O:34])[CH3:33])[C@@H:29]([CH2:35][O:36][C:37](=[O:39])[CH3:38])[O:28][C@H:27]([O:40][C@H:41]2[C@H:46]([O:47][C:48](=[O:50])[CH3:49])[C@@H:45]([CH2:51][O:52][C:53](=[O:55])[CH3:54])[O:44][C@H:43]([O:56][C@H:57]3[C@H:62]([O:63][C:64](=[O:66])[CH3:65])[C@@H:61]([CH2:67][O:68][C:69](=[O:71])[CH3:70])[O:60][C@H:59]([O:72][C@H:73]4[C@@H:85]([O:86][C:87](=[O:89])[CH3:88])[C@H:84]([O:90][C:91](=[O:93])[CH3:92])[C@@H:83]([CH2:94][O:95][C:96](=[O:98])[CH3:97])[O:82][C@@H:74]4[O:75][CH2:76][CH2:77][CH2:78][NH:79][C:130](=[O:148])[CH2:131][CH2:132][CH2:133][CH2:134][CH2:135][CH2:136][CH2:137][CH2:138][CH2:139][CH2:140][CH2:141][CH2:142][CH2:143][CH2:144][CH2:145][CH2:146][CH3:147])[C@H:58]3[O:99][C:100](=[O:102])[CH3:101])[C@H:42]2[O:103][C:104](=[O:106])[CH3:105])[C@H:26]1[O:107][C:108](=[O:110])[CH3:109])(=[O:3])[CH3:2]. The catalyst class is: 677. (6) Reactant: [CH3:1][O:2][C:3]1[CH:4]=[C:5]([OH:10])[CH:6]=[CH:7][C:8]=1[CH3:9].C([Mg]Cl)(C)C.[CH:16]([N:29]1[C:37]2[C:32](=[CH:33][CH:34]=[CH:35][CH:36]=2)[C:31](=[O:38])[C:30]1=[O:39])([C:23]1[CH:28]=[CH:27][CH:26]=[CH:25][CH:24]=1)[C:17]1[CH:22]=[CH:21][CH:20]=[CH:19][CH:18]=1. Product: [C:23]1([CH:16]([C:17]2[CH:22]=[CH:21][CH:20]=[CH:19][CH:18]=2)[N:29]2[C:37]3[C:32](=[CH:33][CH:34]=[CH:35][CH:36]=3)[C:31]([OH:38])([C:6]3[CH:7]=[C:8]([CH3:9])[C:3]([O:2][CH3:1])=[CH:4][C:5]=3[OH:10])[C:30]2=[O:39])[CH:24]=[CH:25][CH:26]=[CH:27][CH:28]=1. The catalyst class is: 4. (7) The catalyst class is: 12. Reactant: [Cl:1][C:2]1[N:7]=[C:6](Cl)[C:5]([C:9]([F:12])([F:11])[F:10])=[CH:4][N:3]=1.[NH2:13][C:14]1[CH:15]=[CH:16][CH:17]=[C:18]2[C:22]=1[C:21](=[O:23])[N:20]([CH2:24][CH2:25][F:26])[CH:19]2[CH3:27].C(N(C(C)C)CC)(C)C. Product: [Cl:1][C:2]1[N:7]=[C:6]([NH:13][C:14]2[CH:15]=[CH:16][CH:17]=[C:18]3[C:22]=2[C:21](=[O:23])[N:20]([CH2:24][CH2:25][F:26])[CH:19]3[CH3:27])[C:5]([C:9]([F:12])([F:11])[F:10])=[CH:4][N:3]=1. (8) Reactant: [OH:1][C@:2]1([CH3:17])[CH2:11][CH2:10][C@@H:9]2[C@:4]([CH3:14])([CH2:5][CH2:6][CH2:7][C:8]2([CH3:13])[CH3:12])[CH:3]1[CH:15]=O.[CH3:18][O:19][C:20]1[CH:21]=[C:22]([CH:24]=[C:25]([O:27][CH3:28])[CH:26]=1)[NH2:23].C(O[BH-](OC(=O)C)OC(=O)C)(=O)C.[Na+]. Product: [CH3:28][O:27][C:25]1[CH:24]=[C:22]([NH:23][CH2:15][CH:3]2[C@:4]3([CH3:14])[C@H:9]([C:8]([CH3:13])([CH3:12])[CH2:7][CH2:6][CH2:5]3)[CH2:10][CH2:11][C@@:2]2([CH3:17])[OH:1])[CH:21]=[C:20]([O:19][CH3:18])[CH:26]=1. The catalyst class is: 68. (9) The catalyst class is: 1. Product: [C:1]([O:5][C:6](=[O:7])[NH:8][CH2:9][CH2:10][CH2:11][CH2:12][CH2:13][CH2:14][CH2:15][CH2:16][CH2:17][CH2:18][CH2:19][C:20](=[O:22])[NH2:25])([CH3:4])([CH3:3])[CH3:2]. Reactant: [C:1]([O:5][C:6]([NH:8][CH2:9][CH2:10][CH2:11][CH2:12][CH2:13][CH2:14][CH2:15][CH2:16][CH2:17][CH2:18][CH2:19][C:20]([OH:22])=O)=[O:7])([CH3:4])([CH3:3])[CH3:2].C(N1C=CN=C1)([N:25]1C=CN=C1)=O.N.